From a dataset of Reaction yield outcomes from USPTO patents with 853,638 reactions. Predict the reaction yield, written as a fraction of the theoretical maximum amount of product (1.0 means a 100% yield; for example, 0.34 means a 34% yield). The reactants are [Cl:1][C:2]1[CH:7]=[CH:6][C:5]([S:8]([NH:11][C:12]2[C:13]([C:19]([C:21]3[C:22]([O:27]C)=[N:23][CH:24]=[CH:25][CH:26]=3)=[O:20])=[N:14][CH:15]=[C:16]([Cl:18])[CH:17]=2)(=[O:10])=[O:9])=[CH:4][C:3]=1[C:29]([F:32])([F:31])[F:30].C([O-])(O)=O.[Na+]. The catalyst is Br.CC(O)=O.O. The product is [Cl:1][C:2]1[CH:7]=[CH:6][C:5]([S:8]([NH:11][C:12]2[C:13]([C:19]([C:21]3[C:22]([OH:27])=[N:23][CH:24]=[CH:25][CH:26]=3)=[O:20])=[N:14][CH:15]=[C:16]([Cl:18])[CH:17]=2)(=[O:9])=[O:10])=[CH:4][C:3]=1[C:29]([F:32])([F:30])[F:31]. The yield is 0.618.